This data is from Forward reaction prediction with 1.9M reactions from USPTO patents (1976-2016). The task is: Predict the product of the given reaction. (1) Given the reactants [O:1]1[CH:5]=[CH:4][C:3]([C:6]2[CH:7]=[C:8]([CH:10]=[CH:11][CH:12]=2)[NH2:9])=[CH:2]1.[Cl:13][C:14]1[CH:19]=[CH:18][C:17]([NH:20][C:21](=[O:28])[CH2:22][O:23][CH2:24][C:25](O)=[O:26])=[C:16]([C:29]([O:31]C)=[O:30])[CH:15]=1, predict the reaction product. The product is: [Cl:13][C:14]1[CH:19]=[CH:18][C:17]([NH:20][C:21](=[O:28])[CH2:22][O:23][CH2:24][C:25]([NH:9][C:8]2[CH:10]=[CH:11][CH:12]=[C:6]([C:3]3[CH:4]=[CH:5][O:1][CH:2]=3)[CH:7]=2)=[O:26])=[C:16]([CH:15]=1)[C:29]([OH:31])=[O:30]. (2) Given the reactants C([O:3][C:4](=[O:21])[CH2:5][NH:6][C:7]([C:9]1[CH:14]=[CH:13][C:12]([C:15]2[CH:20]=[CH:19][CH:18]=[CH:17][CH:16]=2)=[CH:11][CH:10]=1)=[O:8])C.CO.O.O[Li].O, predict the reaction product. The product is: [C:12]1([C:15]2[CH:16]=[CH:17][CH:18]=[CH:19][CH:20]=2)[CH:13]=[CH:14][C:9]([C:7]([NH:6][CH2:5][C:4]([OH:21])=[O:3])=[O:8])=[CH:10][CH:11]=1.